This data is from Peptide-MHC class I binding affinity with 185,985 pairs from IEDB/IMGT. The task is: Regression. Given a peptide amino acid sequence and an MHC pseudo amino acid sequence, predict their binding affinity value. This is MHC class I binding data. (1) The binding affinity (normalized) is 0.0847. The MHC is HLA-A23:01 with pseudo-sequence HLA-A23:01. The peptide sequence is AMFIGHATA. (2) The peptide sequence is IPRRNVATL. The MHC is HLA-A01:01 with pseudo-sequence HLA-A01:01. The binding affinity (normalized) is 0.0847. (3) The peptide sequence is GLYSSTVPV. The MHC is HLA-A68:01 with pseudo-sequence HLA-A68:01. The binding affinity (normalized) is 0. (4) The MHC is HLA-B83:01 with pseudo-sequence HLA-B83:01. The peptide sequence is AQRAAGPSV. The binding affinity (normalized) is 0.213. (5) The peptide sequence is TAQSRTLLAG. The MHC is Mamu-A2201 with pseudo-sequence Mamu-A2201. The binding affinity (normalized) is 0.00544.